This data is from Peptide-MHC class II binding affinity with 134,281 pairs from IEDB. The task is: Regression. Given a peptide amino acid sequence and an MHC pseudo amino acid sequence, predict their binding affinity value. This is MHC class II binding data. (1) The peptide sequence is AYSIEFGTNISKEHD. The MHC is HLA-DPA10201-DPB10101 with pseudo-sequence HLA-DPA10201-DPB10101. The binding affinity (normalized) is 0.550. (2) The peptide sequence is NMNIKLKMPLYVAGH. The MHC is HLA-DQA10501-DQB10201 with pseudo-sequence HLA-DQA10501-DQB10201. The binding affinity (normalized) is 0. (3) The peptide sequence is YDKFLANGSTVLTGK. The MHC is DRB1_0802 with pseudo-sequence DRB1_0802. The binding affinity (normalized) is 0.654. (4) The peptide sequence is EFVKIVQKRGIVKENI. The MHC is DRB5_0101 with pseudo-sequence DRB5_0101. The binding affinity (normalized) is 0.674. (5) The peptide sequence is ERLAVMGDTAWDFSS. The MHC is HLA-DQA10103-DQB10603 with pseudo-sequence HLA-DQA10103-DQB10603. The binding affinity (normalized) is 0.275. (6) The peptide sequence is GPTATFEAMYLGTCQ. The MHC is DRB1_0401 with pseudo-sequence DRB1_0401. The binding affinity (normalized) is 0.346.